From a dataset of Catalyst prediction with 721,799 reactions and 888 catalyst types from USPTO. Predict which catalyst facilitates the given reaction. (1) Reactant: [N:1]1[CH:6]=[CH:5][CH:4]=[CH:3][C:2]=1[C:7]1[C:11]([C:12]([F:15])([F:14])[F:13])=[C:10]([C:16]([OH:18])=O)[O:9][N:8]=1.[OH:19][CH:20]([C:33]1[CH:38]=[CH:37][C:36](/[C:39](=[N:41]\O)/[NH2:40])=[CH:35][CH:34]=1)[CH2:21][N:22]1[CH2:27][CH2:26][CH2:25][C@H:24]([C:28]([O:30][CH2:31][CH3:32])=[O:29])[CH2:23]1.C1N(P(Cl)(N2C(=O)OCC2)=O)C(=O)OC1.CCCC[N+](CCCC)(CCCC)CCCC.[F-]. Product: [OH:19][CH:20]([C:33]1[CH:38]=[CH:37][C:36]([C:39]2[N:41]=[C:16]([C:10]3[O:9][N:8]=[C:7]([C:2]4[CH:3]=[CH:4][CH:5]=[CH:6][N:1]=4)[C:11]=3[C:12]([F:13])([F:14])[F:15])[O:18][N:40]=2)=[CH:35][CH:34]=1)[CH2:21][N:22]1[CH2:27][CH2:26][CH2:25][C@H:24]([C:28]([O:30][CH2:31][CH3:32])=[O:29])[CH2:23]1. The catalyst class is: 39. (2) Reactant: [CH3:1][C:2]1[CH:7]=[CH:6][N+:5]([O-:8])=[CH:4][CH:3]=1.[Br:9]N1C(=O)CCC1=O.CC(N=NC(C#N)(C)C)(C#N)C. Product: [Br:9][CH2:1][C:2]1[CH:7]=[CH:6][N+:5]([O-:8])=[CH:4][CH:3]=1. The catalyst class is: 48. (3) Reactant: [F:1][C:2]1[CH:7]=[CH:6][C:5]([C@@H:8]2[CH2:10][C@H:9]2[CH2:11][N:12]2C(=O)C3C(=CC=CC=3)C2=O)=[CH:4][CH:3]=1.O.NN. Product: [F:1][C:2]1[CH:3]=[CH:4][C:5]([C@@H:8]2[CH2:10][C@H:9]2[CH2:11][NH2:12])=[CH:6][CH:7]=1. The catalyst class is: 8. (4) Reactant: [C:1]([C:4]1[O:5][C:6]2[CH:13]=[CH:12][C:11]([O:14][CH3:15])=[C:10]([Cl:16])[C:7]=2[C:8]=1[NH2:9])(=[O:3])[CH3:2].[CH:17]([C:20]1[S:21][CH:22]=[C:23]([CH:25]=O)[N:24]=1)([CH3:19])[CH3:18].[OH-].[Na+].O. Product: [NH2:9][C:8]1[C:7]2[C:10]([Cl:16])=[C:11]([O:14][CH3:15])[CH:12]=[CH:13][C:6]=2[O:5][C:4]=1[C:1](=[O:3])[CH:2]=[CH:25][C:23]1[N:24]=[C:20]([CH:17]([CH3:19])[CH3:18])[S:21][CH:22]=1. The catalyst class is: 5. (5) Product: [Cl:1][C:2]1[CH:29]=[CH:28][C:5]([CH2:6][NH:7][C:8]([C:10]2[C:11](=[O:27])[C:12]3[C:13]4[N:14]([CH:26]=2)[CH2:15][C:16](=[O:25])[N:17]([CH3:24])[C:18]=4[CH:19]=[C:20]([CH2:22][N:31]([CH2:32][CH:33]([OH:41])[CH2:34][C:35]2[CH:40]=[CH:39][CH:38]=[CH:37][CH:36]=2)[CH3:30])[CH:21]=3)=[O:9])=[CH:4][CH:3]=1. The catalyst class is: 13. Reactant: [Cl:1][C:2]1[CH:29]=[CH:28][C:5]([CH2:6][NH:7][C:8]([C:10]2[C:11](=[O:27])[C:12]3[C:13]4[N:14]([CH:26]=2)[CH2:15][C:16](=[O:25])[N:17]([CH3:24])[C:18]=4[CH:19]=[C:20]([CH2:22]Cl)[CH:21]=3)=[O:9])=[CH:4][CH:3]=1.[CH3:30][NH:31][CH2:32][CH:33]([OH:41])[CH2:34][C:35]1[CH:40]=[CH:39][CH:38]=[CH:37][CH:36]=1.CN(C=O)C.C(N(C(C)C)CC)(C)C.